Dataset: Full USPTO retrosynthesis dataset with 1.9M reactions from patents (1976-2016). Task: Predict the reactants needed to synthesize the given product. (1) The reactants are: C(OC(=O)[NH:7][C:8]1(/[CH:16]=[CH:17]/[C:18]2[CH:23]=[CH:22][C:21]([O:24][CH2:25][CH2:26][CH2:27][CH2:28][CH2:29][CH2:30][CH3:31])=[C:20]([C:32]([F:35])([F:34])[F:33])[CH:19]=2)[CH2:13][O:12]C(C)(C)[O:10][CH2:9]1)(C)(C)C.[ClH:37]. Given the product [ClH:37].[NH2:7][C:8](/[CH:16]=[CH:17]/[C:18]1[CH:23]=[CH:22][C:21]([O:24][CH2:25][CH2:26][CH2:27][CH2:28][CH2:29][CH2:30][CH3:31])=[C:20]([C:32]([F:33])([F:34])[F:35])[CH:19]=1)([CH2:9][OH:10])[CH2:13][OH:12], predict the reactants needed to synthesize it. (2) Given the product [Br:13][C:14]1[CH:15]=[C:16]([O:12][CH2:11][C:8]2[CH:9]=[CH:10][C:5]([O:4][CH3:3])=[CH:6][CH:7]=2)[C:17]2[N:18]([C:20]([CH3:24])=[C:21]([CH3:23])[N:22]=2)[CH:19]=1, predict the reactants needed to synthesize it. The reactants are: [H-].[Na+].[CH3:3][O:4][C:5]1[CH:10]=[CH:9][C:8]([CH2:11][OH:12])=[CH:7][CH:6]=1.[Br:13][C:14]1[CH:15]=[C:16](Br)[C:17]2[N:18]([C:20]([CH3:24])=[C:21]([CH3:23])[N:22]=2)[CH:19]=1. (3) Given the product [Cl:47][C:19]1[CH:18]=[C:17]([C:5]2[CH:4]=[N:3][N:2]([CH3:1])[CH:6]=2)[C:25]2[N:24]=[C:23]([C:26]3([C:39]#[N:40])[CH2:27][CH2:28][N:29]([C:32]([O:34][C:35]([CH3:38])([CH3:37])[CH3:36])=[O:33])[CH2:30][CH2:31]3)[N:22]([S:41](=[O:46])(=[O:45])[N:42]([CH3:44])[CH3:43])[C:21]=2[CH:20]=1, predict the reactants needed to synthesize it. The reactants are: [CH3:1][N:2]1[CH:6]=[C:5](B2OC(C)(C)C(C)(C)O2)[CH:4]=[N:3]1.Br[C:17]1[C:25]2[N:24]=[C:23]([C:26]3([C:39]#[N:40])[CH2:31][CH2:30][N:29]([C:32]([O:34][C:35]([CH3:38])([CH3:37])[CH3:36])=[O:33])[CH2:28][CH2:27]3)[N:22]([S:41](=[O:46])(=[O:45])[N:42]([CH3:44])[CH3:43])[C:21]=2[CH:20]=[C:19]([Cl:47])[CH:18]=1. (4) The reactants are: C(O[C:4]([C:6]1[C:7]2[S:15][CH:14]=[C:13]([CH2:16][O:17][C:18]3[CH:23]=[C:22]([C:24]4[N:25]=[N:26][N:27]([CH2:29][C:30]5[CH:35]=[CH:34][C:33]([Cl:36])=[CH:32][CH:31]=5)[CH:28]=4)[CH:21]=[CH:20][C:19]=3[CH3:37])[C:8]=2[C:9]([NH2:12])=[N:10][CH:11]=1)=[O:5])C.[CH2:38]([CH2:40][NH2:41])[OH:39]. Given the product [OH:39][CH2:38][CH2:40][NH:41][C:4]([C:6]1[C:7]2[S:15][CH:14]=[C:13]([CH2:16][O:17][C:18]3[CH:23]=[C:22]([C:24]4[N:25]=[N:26][N:27]([CH2:29][C:30]5[CH:31]=[CH:32][C:33]([Cl:36])=[CH:34][CH:35]=5)[CH:28]=4)[CH:21]=[CH:20][C:19]=3[CH3:37])[C:8]=2[C:9]([NH2:12])=[N:10][CH:11]=1)=[O:5], predict the reactants needed to synthesize it. (5) Given the product [Cl:1][C:2]1[CH:7]=[CH:6][CH:5]=[C:4]([CH3:8])[C:3]=1[N:9]1[C:10]2[C:15](=[CH:14][C:13]([CH2:16][CH3:17])=[CH:12][CH:11]=2)[CH2:19][C:18]1=[O:21], predict the reactants needed to synthesize it. The reactants are: [Cl:1][C:2]1[CH:7]=[CH:6][CH:5]=[C:4]([CH3:8])[C:3]=1[N:9]([C:18](=[O:21])[CH2:19]Cl)[C:10]1[CH:15]=[CH:14][C:13]([CH2:16][CH3:17])=[CH:12][CH:11]=1.[Cl-].[Cl-].[Cl-].[Al+3]. (6) The reactants are: [Li+].[OH-].[CH2:3]([O:10][P:11]([O:21][C:22]1[CH:27]=[CH:26][C:25]([CH2:28][C:29]([O:31]C)=[O:30])=[CH:24][CH:23]=1)([O:13][CH2:14][C:15]1[CH:20]=[CH:19][CH:18]=[CH:17][CH:16]=1)=[O:12])[C:4]1[CH:9]=[CH:8][CH:7]=[CH:6][CH:5]=1.Cl. Given the product [CH2:14]([O:13][P:11]([O:21][C:22]1[CH:23]=[CH:24][C:25]([CH2:28][C:29]([OH:31])=[O:30])=[CH:26][CH:27]=1)([O:10][CH2:3][C:4]1[CH:9]=[CH:8][CH:7]=[CH:6][CH:5]=1)=[O:12])[C:15]1[CH:20]=[CH:19][CH:18]=[CH:17][CH:16]=1, predict the reactants needed to synthesize it. (7) Given the product [F:1][C:2]([F:9])([F:8])[C:3]1[N:4]=[CH:5][N:6]([CH2:13][C:14]([O:16][CH3:17])=[O:15])[CH:7]=1, predict the reactants needed to synthesize it. The reactants are: [F:1][C:2]([F:9])([F:8])[C:3]1[N:4]=[CH:5][NH:6][CH:7]=1.[H-].[Na+].Br[CH2:13][C:14]([O:16][CH3:17])=[O:15]. (8) Given the product [N:25]1[CH:26]=[CH:27][CH:28]=[CH:29][C:24]=1[C:22]([C:21]1[CH:20]=[N:19][N:18]2[C:5]([C:7]3[CH:8]=[C:9]([CH3:14])[N:10]=[C:11]([CH3:13])[CH:12]=3)=[CH:4][CH:3]=[N:2][C:15]=12)=[O:23], predict the reactants needed to synthesize it. The reactants are: C[N:2]([CH3:15])[CH:3]=[CH:4][C:5]([C:7]1[CH:12]=[C:11]([CH3:13])[N:10]=[C:9]([CH3:14])[CH:8]=1)=O.NC1[C:21]([C:22]([C:24]2[CH:29]=[CH:28][CH:27]=[CH:26][N:25]=2)=[O:23])=[CH:20][NH:19][N:18]=1.O. (9) Given the product [Br:1][C:2]1[CH:3]=[C:4]2[C:8](=[CH:9][CH:10]=1)[N:7]([CH3:11])[N:6]=[C:5]2[N:12]1[CH2:20][CH2:19][N:17]([CH3:18])[CH2:16][CH2:15]1, predict the reactants needed to synthesize it. The reactants are: [Br:1][C:2]1[CH:3]=[C:4]2[C:8](=[CH:9][CH:10]=1)[N:7]([CH3:11])[N:6]=[C:5]2[NH2:12].Cl.Cl[CH2:15][CH2:16][N:17]([CH2:19][CH2:20]Cl)[CH3:18].O.C([O-])([O-])=O.[K+].[K+]. (10) Given the product [CH3:22][C:23]1[N:33]([CH2:2][C:3]2[CH:4]=[CH:5][C:6]3=[C:7]([CH:21]=2)[O:8][CH2:9][C:10]2[CH:20]=[CH:19][CH:18]=[CH:17][C:11]=2/[C:12]/3=[C:13](\[CH3:16])/[C:14]#[N:15])[C:26]2=[N:27][C:28]([CH3:32])=[CH:29][C:30]([CH3:31])=[C:25]2[N:24]=1, predict the reactants needed to synthesize it. The reactants are: O[CH2:2][C:3]1[CH:4]=[CH:5][C:6]2=[C:7]([CH:21]=1)[O:8][CH2:9][C:10]1[CH:20]=[CH:19][CH:18]=[CH:17][C:11]=1/[C:12]/2=[C:13](\[CH3:16])/[C:14]#[N:15].[CH3:22][C:23]1[NH:33][C:26]2=[N:27][C:28]([CH3:32])=[CH:29][C:30]([CH3:31])=[C:25]2[N:24]=1.C1(P(C2C=CC=CC=2)C2C=CC=CC=2)C=CC=CC=1.N(C(OC(C)(C)C)=O)=NC(OC(C)(C)C)=O.